Predict the reactants needed to synthesize the given product. From a dataset of Full USPTO retrosynthesis dataset with 1.9M reactions from patents (1976-2016). (1) Given the product [CH2:1]([N:4]([CH2:8][C:9]1[CH:10]=[CH:11][C:12]([NH:15][C:16](=[O:33])[C:17]2[CH:22]=[CH:21][C:20]([CH2:23][N:24]([CH2:40][C:36]3[N:35]([CH3:34])[CH:39]=[CH:38][N:37]=3)[CH2:25][C:26]3[CH:31]=[CH:30][C:29]([CH3:32])=[CH:28][N:27]=3)=[CH:19][CH:18]=2)=[CH:13][CH:14]=1)[CH2:5][CH2:6][CH3:7])[CH2:2][CH3:3], predict the reactants needed to synthesize it. The reactants are: [CH2:1]([N:4]([CH2:8][C:9]1[CH:14]=[CH:13][C:12]([NH:15][C:16](=[O:33])[C:17]2[CH:22]=[CH:21][C:20]([CH2:23][NH:24][CH2:25][C:26]3[CH:31]=[CH:30][C:29]([CH3:32])=[CH:28][N:27]=3)=[CH:19][CH:18]=2)=[CH:11][CH:10]=1)[CH2:5][CH2:6][CH3:7])[CH2:2][CH3:3].[CH3:34][N:35]1[CH:39]=[CH:38][N:37]=[C:36]1[CH:40]=O.C([BH3-])#N.[Na+].[OH-].[Na+]. (2) Given the product [OH:8][C:9]1[CH:10]=[CH:11][C:12]([CH2:15][CH:16]([C:23]2[CH:28]=[CH:27][CH:26]=[CH:25][N:24]=2)[CH2:17][C:18]([O:20][CH2:21][CH3:22])=[O:19])=[CH:13][CH:14]=1, predict the reactants needed to synthesize it. The reactants are: C([O:8][C:9]1[CH:14]=[CH:13][C:12]([CH2:15]/[C:16](/[C:23]2[CH:28]=[CH:27][CH:26]=[CH:25][N:24]=2)=[CH:17]/[C:18]([O:20][CH2:21][CH3:22])=[O:19])=[CH:11][CH:10]=1)C1C=CC=CC=1. (3) Given the product [NH2:28][CH:1]([P:2](=[O:11])([O:7][CH2:8][CH:9]=[CH2:10])[O:3][CH2:4][CH:5]=[CH2:6])[P:12](=[O:21])([O:13][CH2:14][CH:15]=[CH2:16])[O:17][CH2:18][CH:19]=[CH2:20], predict the reactants needed to synthesize it. The reactants are: [CH2:1]([P:12](=[O:21])([O:17][CH2:18][CH:19]=[CH2:20])[O:13][CH2:14][CH:15]=[CH2:16])[P:2](=[O:11])([O:7][CH2:8][CH:9]=[CH2:10])[O:3][CH2:4][CH:5]=[CH2:6].[H-].[Na+].C(Cl)Cl.C[N:28](C=O)C. (4) Given the product [OH:1][C:2]1[C:11]2[C:6](=[CH:7][CH:8]=[CH:9][CH:10]=2)[N:5]([CH2:12][CH2:13][CH:14]([CH3:16])[CH3:15])[C:4](=[O:17])[C:3]=1[C:18]1[NH:23][C:22]2[CH:24]=[C:25]([OH:28])[CH:26]=[CH:27][C:21]=2[S:20](=[O:30])(=[O:31])[N:19]=1, predict the reactants needed to synthesize it. The reactants are: [OH:1][C:2]1[C:11]2[C:6](=[CH:7][CH:8]=[CH:9][CH:10]=2)[N:5]([CH2:12][CH2:13][CH:14]([CH3:16])[CH3:15])[C:4](=[O:17])[C:3]=1[C:18]1[NH:23][C:22]2[CH:24]=[C:25]([O:28]C)[CH:26]=[CH:27][C:21]=2[S:20](=[O:31])(=[O:30])[N:19]=1.CC(C)CCN1C2C(=CC=CC=2)C=CC1=O. (5) Given the product [Cl:1][C:2]1[N:10]=[C:9]2[C:5]([N:6]=[CH:7][N:8]2[CH2:24][O:23][CH2:22][CH2:21][Si:20]([CH3:27])([CH3:26])[CH3:19])=[C:4]([Cl:11])[N:3]=1, predict the reactants needed to synthesize it. The reactants are: [Cl:1][C:2]1[N:10]=[C:9]2[C:5]([NH:6][CH:7]=[N:8]2)=[C:4]([Cl:11])[N:3]=1.[H-].[Na+].CN(C)C=O.[CH3:19][Si:20]([CH3:27])([CH3:26])[CH2:21][CH2:22][O:23][CH2:24]Cl. (6) Given the product [CH3:9][O:8][C:5]1[CH:4]=[CH:3][C:2]([C:11]2[CH:19]=[C:18]3[C:14]([C:15](/[CH:28]=[CH:29]/[C:30]4[CH:35]=[CH:34][CH:33]=[CH:32][CH:31]=4)=[N:16][N:17]3[CH2:20][O:21][CH2:22][CH2:23][Si:24]([CH3:25])([CH3:26])[CH3:27])=[CH:13][CH:12]=2)=[CH:7][N:6]=1, predict the reactants needed to synthesize it. The reactants are: Br[C:2]1[CH:3]=[CH:4][C:5]([O:8][CH3:9])=[N:6][CH:7]=1.I[C:11]1[CH:19]=[C:18]2[C:14]([C:15](/[CH:28]=[CH:29]/[C:30]3[CH:35]=[CH:34][CH:33]=[CH:32][CH:31]=3)=[N:16][N:17]2[CH2:20][O:21][CH2:22][CH2:23][Si:24]([CH3:27])([CH3:26])[CH3:25])=[CH:13][CH:12]=1. (7) Given the product [CH3:1][C:2]1([C:12]2[CH:16]=[CH:15][C:14](=[C:18]([CH3:20])[CH3:17])[CH:13]=2)[CH:3]2[CH2:4][CH:5]3[CH2:6][CH:7]([CH2:8][CH:9]1[CH2:10]3)[CH2:11]2, predict the reactants needed to synthesize it. The reactants are: [CH3:1][C:2]1([C:12]2[CH2:16][CH:15]=[CH:14][CH:13]=2)[CH:9]2[CH2:10][CH:5]3[CH2:6][CH:7]([CH2:11][CH:3]1[CH2:4]3)[CH2:8]2.[CH3:17][C:18]([CH3:20])=O.N1CCCC1.